From a dataset of Full USPTO retrosynthesis dataset with 1.9M reactions from patents (1976-2016). Predict the reactants needed to synthesize the given product. (1) Given the product [Br:18][C:19]1[CH:24]=[C:23]([N:1]2[CH:5]=[C:4]([C:6]3[C:7]([C:12]4[CH:13]=[CH:14][CH:15]=[CH:16][CH:17]=4)=[N:8][O:9][C:10]=3[CH3:11])[N:3]=[CH:2]2)[CH:22]=[CH:21][CH:20]=1, predict the reactants needed to synthesize it. The reactants are: [NH:1]1[CH:5]=[C:4]([C:6]2[C:7]([C:12]3[CH:17]=[CH:16][CH:15]=[CH:14][CH:13]=3)=[N:8][O:9][C:10]=2[CH3:11])[N:3]=[CH:2]1.[Br:18][C:19]1[CH:20]=[C:21](B(O)O)[CH:22]=[CH:23][CH:24]=1. (2) Given the product [CH3:29][O:28][C:22]1[CH:21]=[C:20]([NH:19][C:12]2[C:13]3[N:18]=[CH:17][S:16][C:14]=3[N:15]=[C:10]([C:6]3[CH:5]=[C:4]([CH:9]=[CH:8][CH:7]=3)[C:3]([OH:30])=[O:2])[N:11]=2)[CH:25]=[CH:24][C:23]=1[O:26][CH3:27], predict the reactants needed to synthesize it. The reactants are: C[O:2][C:3](=[O:30])[C:4]1[CH:9]=[CH:8][CH:7]=[C:6]([C:10]2[N:11]=[C:12]([NH:19][C:20]3[CH:25]=[CH:24][C:23]([O:26][CH3:27])=[C:22]([O:28][CH3:29])[CH:21]=3)[C:13]3[N:18]=[CH:17][S:16][C:14]=3[N:15]=2)[CH:5]=1.[OH-].[Na+]. (3) The reactants are: Cl[C:2]1[C:11]2[C:6](=[CH:7][CH:8]=[C:9]([C:12]3[S:16][C:15]([CH2:17][NH:18][C:19]4[N:36]=[CH:35][CH:34]=[CH:33][C:20]=4[C:21]([NH:23][C@H:24]([C:26]4[CH:31]=[CH:30][C:29]([F:32])=[CH:28][CH:27]=4)[CH3:25])=[O:22])=[CH:14][CH:13]=3)[CH:10]=2)[N:5]=[CH:4][N:3]=1.[CH2:37]([NH2:40])[CH2:38][NH2:39]. Given the product [NH2:39][CH2:38][CH2:37][NH:40][C:2]1[C:11]2[C:6](=[CH:7][CH:8]=[C:9]([C:12]3[S:16][C:15]([CH2:17][NH:18][C:19]4[N:36]=[CH:35][CH:34]=[CH:33][C:20]=4[C:21]([NH:23][C@H:24]([C:26]4[CH:31]=[CH:30][C:29]([F:32])=[CH:28][CH:27]=4)[CH3:25])=[O:22])=[CH:14][CH:13]=3)[CH:10]=2)[N:5]=[CH:4][N:3]=1, predict the reactants needed to synthesize it. (4) Given the product [O:31]1[C:32]2[C:33](=[CH:24][CH:2]=[CH:3][CH:4]=2)[CH:27]=[CH:28][C:29]1=[O:30].[O:34]=[C:27]1[C:28]([C:29]([O:31][CH2:32][CH3:33])=[O:30])=[CH:2][C:24]2[C:36](=[CH:37][C:4]3[CH2:11][CH:10]([O:12][Si:13]([CH:20]([CH3:22])[CH3:21])([CH:14]([CH3:16])[CH3:15])[CH:17]([CH3:19])[CH3:18])[CH2:9][CH2:8][CH2:7][CH2:6][C:5]=3[CH:23]=2)[O:35]1, predict the reactants needed to synthesize it. The reactants are: O[C:2]1[C:24](C=O)=[CH:23][C:5]2[CH2:6][CH2:7][CH2:8][CH2:9][CH:10]([O:12][Si:13]([CH:20]([CH3:22])[CH3:21])([CH:17]([CH3:19])[CH3:18])[CH:14]([CH3:16])[CH3:15])[CH2:11][C:4]=2[CH:3]=1.[C:27]([O:35][CH2:36][CH3:37])(=[O:34])[CH2:28][C:29]([O:31][CH2:32][CH3:33])=[O:30].N1CCCCC1.CC(O)=O. (5) Given the product [F:1][C:2]1[C:3]([C:10]2[CH:19]=[CH:18][C:13]([CH2:14][OH:15])=[CH:12][C:11]=2[C:20]2([CH:25]=[CH2:26])[CH2:24][CH2:23][CH2:22][CH2:21]2)=[CH:4][C:5]([O:8][CH3:9])=[N:6][CH:7]=1, predict the reactants needed to synthesize it. The reactants are: [F:1][C:2]1[C:3]([C:10]2[CH:19]=[CH:18][C:13]([C:14](OC)=[O:15])=[CH:12][C:11]=2[C:20]2([CH:25]=[CH2:26])[CH2:24][CH2:23][CH2:22][CH2:21]2)=[CH:4][C:5]([O:8][CH3:9])=[N:6][CH:7]=1.[H-].[H-].[H-].[H-].[Li+].[Al+3].C(OCC)C. (6) Given the product [Cl:3][CH2:4][CH2:5][CH2:6][O:7][C:8]1[CH:9]=[CH:10][C:11]([N+:16]([O-:18])=[O:17])=[C:12]([CH2:13][OH:14])[CH:15]=1, predict the reactants needed to synthesize it. The reactants are: [BH4-].[Na+].[Cl:3][CH2:4][CH2:5][CH2:6][O:7][C:8]1[CH:9]=[CH:10][C:11]([N+:16]([O-:18])=[O:17])=[C:12]([CH:15]=1)[CH:13]=[O:14]. (7) Given the product [C:24]1([O:23][S:20]([C:17]2[CH:16]=[CH:15][C:14]([NH:13][CH:2]=[C:3]3[C:11]4[C:6](=[CH:7][CH:8]=[CH:9][CH:10]=4)[NH:5][C:4]3=[O:12])=[CH:19][CH:18]=2)(=[O:21])=[O:22])[CH:25]=[CH:26][CH:27]=[CH:28][CH:29]=1, predict the reactants needed to synthesize it. The reactants are: O[CH:2]=[C:3]1[C:11]2[C:6](=[CH:7][CH:8]=[CH:9][CH:10]=2)[NH:5][C:4]1=[O:12].[NH2:13][C:14]1[CH:19]=[CH:18][C:17]([S:20]([O:23][C:24]2[CH:29]=[CH:28][CH:27]=[CH:26][CH:25]=2)(=[O:22])=[O:21])=[CH:16][CH:15]=1. (8) Given the product [Si:20]([O:27][CH2:28][CH:29]1[O:33][N:32]=[C:31]([C:34]2[CH:39]=[CH:38][C:37]([C:7]3[CH:6]=[CH:5][C:4]([N:9]4[CH2:13][C@H:12]([CH2:14][NH:15][C:16](=[O:18])[CH3:17])[O:11][C:10]4=[O:19])=[CH:3][C:2]=3[F:1])=[C:36]([F:44])[CH:35]=2)[CH2:30]1)([C:23]([CH3:26])([CH3:24])[CH3:25])([CH3:22])[CH3:21], predict the reactants needed to synthesize it. The reactants are: [F:1][C:2]1[CH:3]=[C:4]([N:9]2[CH2:13][C@H:12]([CH2:14][NH:15][C:16](=[O:18])[CH3:17])[O:11][C:10]2=[O:19])[CH:5]=[CH:6][C:7]=1I.[Si:20]([O:27][CH2:28][CH:29]1[O:33][N:32]=[C:31]([C:34]2[CH:39]=[CH:38][C:37]([Sn](C)(C)C)=[C:36]([F:44])[CH:35]=2)[CH2:30]1)([C:23]([CH3:26])([CH3:25])[CH3:24])([CH3:22])[CH3:21].O.C(OCC)(=O)C. (9) Given the product [NH2:17][C:15]1[CH:14]=[CH:13][N:12]=[C:11]([N:4]2[CH2:5][CH2:6][C:7]([CH3:9])([OH:8])[CH:2]([F:1])[CH2:3]2)[N:16]=1, predict the reactants needed to synthesize it. The reactants are: [F:1][CH:2]1[C:7]([CH3:9])([OH:8])[CH2:6][CH2:5][NH:4][CH2:3]1.Cl[C:11]1[N:16]=[C:15]([NH2:17])[CH:14]=[CH:13][N:12]=1.C(N(CC)CC)C. (10) Given the product [F:1][C:2]1[CH:3]=[CH:4][C:5]2[S:9][C:8]([CH2:10][N:11]3[CH2:16][CH2:15][N:14]([C:65](=[O:66])[CH2:64][O:63][CH:60]4[CH2:61][CH2:62][CH:57]([NH:56][C:53]5[CH:54]=[CH:55][C:50]([N+:47]([O-:49])=[O:48])=[C:51]([C:68]([F:70])([F:69])[F:71])[CH:52]=5)[CH2:58][CH2:59]4)[CH2:13][CH2:12]3)=[N:7][C:6]=2[CH:17]=1, predict the reactants needed to synthesize it. The reactants are: [F:1][C:2]1[CH:3]=[CH:4][C:5]2[S:9][C:8]([CH2:10][N:11]3[CH2:16][CH2:15][NH:14][CH2:13][CH2:12]3)=[N:7][C:6]=2[CH:17]=1.CCN=C=NCCCN(C)C.Cl.C1C=CC2N(O)N=NC=2C=1.C(N(CC)CC)C.[N+:47]([C:50]1[CH:55]=[CH:54][C:53]([NH:56][CH:57]2[CH2:62][CH2:61][CH:60]([O:63][CH2:64][C:65](O)=[O:66])[CH2:59][CH2:58]2)=[CH:52][C:51]=1[C:68]([F:71])([F:70])[F:69])([O-:49])=[O:48].